Dataset: Ames mutagenicity test results for genotoxicity prediction. Task: Regression/Classification. Given a drug SMILES string, predict its toxicity properties. Task type varies by dataset: regression for continuous values (e.g., LD50, hERG inhibition percentage) or binary classification for toxic/non-toxic outcomes (e.g., AMES mutagenicity, cardiotoxicity, hepatotoxicity). Dataset: ames. (1) The compound is Nc1[nH]cnc2nc(-c3ccc([N+](=O)[O-])cc3)nc1-2. The result is 1 (mutagenic). (2) The result is 1 (mutagenic). The compound is C1=Cc2cc3ccccc3c3cccc1c23. (3) The compound is O=C(C(Cl)Cl)C(Cl)Cl. The result is 1 (mutagenic). (4) The drug is CC(=O)OC1COC(Nc2ccc([N+](=O)[O-])cc2)C(OC(C)=O)C1OC(C)=O. The result is 1 (mutagenic).